From a dataset of Full USPTO retrosynthesis dataset with 1.9M reactions from patents (1976-2016). Predict the reactants needed to synthesize the given product. (1) Given the product [CH:30]12[CH2:29][CH:32]([CH2:31]1)[CH:27]2[NH:11][C:6](=[O:7])[O:8][C:37]([CH3:43])([CH3:42])[CH3:38], predict the reactants needed to synthesize it. The reactants are: C12CC(C1)C2[C:6]([OH:8])=[O:7].CC[N:11](C(C)C)C(C)C.P(N=[N+]=[N-])(=O)(O[C:27]1[CH:32]=[CH:31][CH:30]=[CH:29]C=1)O[C:31]1[CH:32]=[CH:27]C=[CH:29][CH:30]=1.[C:37]1([CH3:43])[CH:42]=CC=C[CH:38]=1. (2) Given the product [OH:19][CH2:18][C:17]([CH3:21])([CH3:20])[CH2:16][CH2:15][CH2:14][CH2:13][NH:12][C:2]([NH:1][CH2:4][CH2:5][C:6]1[CH:11]=[CH:10][CH:9]=[CH:8][CH:7]=1)=[O:3], predict the reactants needed to synthesize it. The reactants are: [N:1]([CH2:4][CH2:5][C:6]1[CH:11]=[CH:10][CH:9]=[CH:8][CH:7]=1)=[C:2]=[O:3].[NH2:12][CH2:13][CH2:14][CH2:15][CH2:16][C:17]([CH3:21])([CH3:20])[CH2:18][OH:19].